This data is from Catalyst prediction with 721,799 reactions and 888 catalyst types from USPTO. The task is: Predict which catalyst facilitates the given reaction. (1) Reactant: [F:1][C:2]([F:15])([F:14])[C:3]1[CH:12]=[C:11]2[C:6]([CH2:7][CH2:8][NH:9][C:10]2=[O:13])=[CH:5][CH:4]=1.Br[C:17]1[CH:18]=[N:19][CH:20]=[C:21]([F:23])[CH:22]=1.P([O-])([O-])([O-])=O.[K+].[K+].[K+]. Product: [F:23][C:21]1[CH:22]=[C:17]([N:9]2[CH2:8][CH2:7][C:6]3[C:11](=[CH:12][C:3]([C:2]([F:1])([F:14])[F:15])=[CH:4][CH:5]=3)[C:10]2=[O:13])[CH:18]=[N:19][CH:20]=1. The catalyst class is: 246. (2) Reactant: Cl[C:2]1[N:7]=[C:6]([NH:8][C:9]2[CH:14]=[CH:13][C:12]([O:15][CH3:16])=[CH:11][CH:10]=2)[C:5]([N+:17]([O-:19])=[O:18])=[CH:4][N:3]=1.[NH2:20][C:21]1[CH:22]=[N:23][N:24]([CH:26]2[CH2:31][CH2:30][N:29]([C:32]([O:34][C:35]([CH3:38])([CH3:37])[CH3:36])=[O:33])[CH2:28][CH2:27]2)[CH:25]=1.CCN(C(C)C)C(C)C. Product: [C:35]([O:34][C:32]([N:29]1[CH2:28][CH2:27][CH:26]([N:24]2[CH:25]=[C:21]([NH:20][C:2]3[N:7]=[C:6]([NH:8][C:9]4[CH:14]=[CH:13][C:12]([O:15][CH3:16])=[CH:11][CH:10]=4)[C:5]([N+:17]([O-:19])=[O:18])=[CH:4][N:3]=3)[CH:22]=[N:23]2)[CH2:31][CH2:30]1)=[O:33])([CH3:38])([CH3:36])[CH3:37]. The catalyst class is: 12. (3) Reactant: [C:1]([C:3]1[C:4](Cl)=[N:5][CH:6]=[CH:7][N:8]=1)#[N:2].[CH3:10][N:11]1[CH2:16][CH2:15][NH:14][CH2:13][CH2:12]1. Product: [CH3:10][N:11]1[CH2:16][CH2:15][N:14]([C:4]2[C:3]([C:1]#[N:2])=[N:8][CH:7]=[CH:6][N:5]=2)[CH2:13][CH2:12]1. The catalyst class is: 5. (4) Reactant: [Br:1][C:2]1[CH:3]=[CH:4][C:5]([OH:10])=[C:6]([CH:9]=1)[C:7]#[N:8].CN(C=O)C.C(=O)([O-])[O-].[K+].[K+].[CH2:22](I)[CH3:23]. Product: [Br:1][C:2]1[CH:3]=[CH:4][C:5]([O:10][CH2:22][CH3:23])=[C:6]([CH:9]=1)[C:7]#[N:8]. The catalyst class is: 6.